This data is from Full USPTO retrosynthesis dataset with 1.9M reactions from patents (1976-2016). The task is: Predict the reactants needed to synthesize the given product. Given the product [N:22]1[C:21]2[CH:25]=[CH:26][C:18]([NH:17][C:10]3[C:11]4[N:12]([CH:14]=[CH:15][N:16]=4)[CH:13]=[C:8]([C:4]4[CH:3]=[C:2]([NH:1][C:42](=[O:43])[C:41]5[CH:45]=[CH:46][C:38]([C:34]([CH3:36])([CH3:35])[CH3:37])=[CH:39][CH:40]=5)[CH:7]=[CH:6][CH:5]=4)[N:9]=3)=[CH:19][C:20]=2[NH:24][CH:23]=1, predict the reactants needed to synthesize it. The reactants are: [NH2:1][C:2]1[CH:3]=[C:4]([C:8]2[N:9]=[C:10]([NH:17][C:18]3[CH:26]=[CH:25][C:21]4[N:22]=[CH:23][NH:24][C:20]=4[CH:19]=3)[C:11]3[N:12]([CH:14]=[CH:15][N:16]=3)[CH:13]=2)[CH:5]=[CH:6][CH:7]=1.C(N(CC)CC)C.[C:34]([C:38]1[CH:46]=[CH:45][C:41]([C:42](Cl)=[O:43])=[CH:40][CH:39]=1)([CH3:37])([CH3:36])[CH3:35].